Predict the reaction yield, written as a fraction of the theoretical maximum amount of product (1.0 means a 100% yield; for example, 0.34 means a 34% yield). From a dataset of Reaction yield outcomes from USPTO patents with 853,638 reactions. (1) The reactants are [CH2:1]([NH:8][C:9]1[C:18]2[C:13](=[CH:14][CH:15]=[CH:16][CH:17]=2)[N:12]=[C:11]([NH2:19])[N:10]=1)[C:2]1[CH:7]=[CH:6][CH:5]=[CH:4][CH:3]=1.CCN(CC)CC.[C:27](Cl)(=[O:34])[C:28]1[CH:33]=[CH:32][CH:31]=[CH:30][CH:29]=1. The catalyst is C(Cl)Cl. The product is [CH2:1]([NH:8][C:9]1[C:18]2[C:13](=[CH:14][CH:15]=[CH:16][CH:17]=2)[N:12]=[C:11]([NH:19][C:27](=[O:34])[C:28]2[CH:33]=[CH:32][CH:31]=[CH:30][CH:29]=2)[N:10]=1)[C:2]1[CH:3]=[CH:4][CH:5]=[CH:6][CH:7]=1. The yield is 0.420. (2) The reactants are Br[C:2]1[CH:3]=[CH:4][C:5]2[NH:6][C:7]3[C:12]([C:13]=2[CH:14]=1)=[CH:11][CH:10]=[CH:9][CH:8]=3.[CH:15]1[C:27]2[N:26]([C:28]3[CH:33]=[CH:32][C:31](B(O)O)=[CH:30][CH:29]=3)[C:25]3[C:20](=[CH:21][CH:22]=[CH:23][CH:24]=3)[C:19]=2[CH:18]=[CH:17][CH:16]=1.C(=O)([O-])[O-].[K+].[K+]. The catalyst is C([O-])(=O)C.[Pd+2].C([O-])(=O)C.C1(C)C=CC=CC=1P(C1C=CC=CC=1C)C1C=CC=CC=1C. The product is [CH:15]1[C:27]2[N:26]([C:28]3[CH:33]=[CH:32][C:31]([C:2]4[CH:3]=[CH:4][C:5]5[NH:6][C:7]6[C:12]([C:13]=5[CH:14]=4)=[CH:11][CH:10]=[CH:9][CH:8]=6)=[CH:30][CH:29]=3)[C:25]3[C:20](=[CH:21][CH:22]=[CH:23][CH:24]=3)[C:19]=2[CH:18]=[CH:17][CH:16]=1. The yield is 0.650. (3) The reactants are [NH2:1][C:2]1[S:3][CH:4]=[N:5][N:6]=1.[CH2:7]([C:15]1[CH:20]=[CH:19][C:18]([S:21](Cl)(=[O:23])=[O:22])=[CH:17][CH:16]=1)[CH2:8][CH2:9][CH2:10][CH2:11][CH2:12][CH2:13][CH3:14].O. The catalyst is N1C=CC=CC=1. The product is [CH2:7]([C:15]1[CH:16]=[CH:17][C:18]([S:21]([NH:1][C:2]2[S:3][CH:4]=[N:5][N:6]=2)(=[O:23])=[O:22])=[CH:19][CH:20]=1)[CH2:8][CH2:9][CH2:10][CH2:11][CH2:12][CH2:13][CH3:14]. The yield is 0.550. (4) The reactants are [C:1]([C:9]1[CH:17]=[CH:16][C:12]([C:13]([OH:15])=[O:14])=[CH:11][CH:10]=1)(=O)[C:2]1[CH:7]=[CH:6][CH:5]=[CH:4][CH:3]=1. The catalyst is [Pd].C(O)C.Cl(O)(=O)(=O)=O. The product is [CH2:1]([C:9]1[CH:10]=[CH:11][C:12]([C:13]([OH:15])=[O:14])=[CH:16][CH:17]=1)[C:2]1[CH:3]=[CH:4][CH:5]=[CH:6][CH:7]=1. The yield is 1.00. (5) The reactants are [CH3:1][O:2][C:3]1[CH:8]=[C:7]([C:9]2[CH:14]=[N:13][CH:12]=[C:11]3[N:15]([CH3:18])[N:16]=[CH:17][C:10]=23)[CH:6]=[CH:5][C:4]=1[NH2:19].[F:20][C:21]1[CH:26]=[CH:25][C:24]([C:27]([F:30])([F:29])[F:28])=[CH:23][C:22]=1[N:31]=[C:32]=[O:33]. The catalyst is C(Cl)Cl. The product is [F:20][C:21]1[CH:26]=[CH:25][C:24]([C:27]([F:30])([F:29])[F:28])=[CH:23][C:22]=1[NH:31][C:32]([NH:19][C:4]1[CH:5]=[CH:6][C:7]([C:9]2[CH:14]=[N:13][CH:12]=[C:11]3[N:15]([CH3:18])[N:16]=[CH:17][C:10]=23)=[CH:8][C:3]=1[O:2][CH3:1])=[O:33]. The yield is 0.320. (6) The yield is 0.518. The product is [F:6][C:7]1[C:12]([OH:34])=[CH:11][N:10]=[C:9]2[N:13]([Si:16]([CH:20]([CH3:22])[CH3:21])([CH:23]([CH3:25])[CH3:24])[CH:17]([CH3:18])[CH3:19])[CH:14]=[CH:15][C:8]=12. The catalyst is C1COCC1. The reactants are C([Li])(CC)C.[F:6][C:7]1[CH:12]=[CH:11][N:10]=[C:9]2[N:13]([Si:16]([CH:23]([CH3:25])[CH3:24])([CH:20]([CH3:22])[CH3:21])[CH:17]([CH3:19])[CH3:18])[CH:14]=[CH:15][C:8]=12.CC1(C)[C@]23C4(ON4S(=O)(=[O:34])C2)C[C@H]1CC3.[Cl-].[NH4+]. (7) The reactants are [CH:1]1([NH:4][C:5](=[O:18])[C:6]2[CH:11]=[CH:10][CH:9]=[C:8]([C:12]3[CH2:13][CH2:14][NH:15][CH2:16][CH:17]=3)[N:7]=2)[CH2:3][CH2:2]1.[F:19][C:20]([F:35])([F:34])[C:21]([C:23]1[CH:28]=[CH:27][C:26]([O:29][C:30]([F:33])([F:32])[F:31])=[CH:25][CH:24]=1)=O.C(N(CC)CC)C.C([BH3-])#N.[Na+]. The catalyst is C(Cl)Cl.CO.[Ti](Cl)(Cl)(Cl)Cl. The product is [CH:1]1([NH:4][C:5]([C:6]2[N:7]=[C:8]([C:12]3[CH2:13][CH2:14][N:15]([CH:21]([C:23]4[CH:24]=[CH:25][C:26]([O:29][C:30]([F:31])([F:32])[F:33])=[CH:27][CH:28]=4)[C:20]([F:35])([F:34])[F:19])[CH2:16][CH:17]=3)[CH:9]=[CH:10][CH:11]=2)=[O:18])[CH2:3][CH2:2]1. The yield is 0.260.